This data is from Catalyst prediction with 721,799 reactions and 888 catalyst types from USPTO. The task is: Predict which catalyst facilitates the given reaction. The catalyst class is: 86. Product: [Cl:1][C:2]1[C:16]([Cl:17])=[CH:15][CH:14]=[CH:13][C:3]=1[CH2:4][C:5]1[C:6]([CH2:11][CH3:12])=[N:7][N:8]2[C:21]([OH:22])=[CH:20][C:19]([C:26]3[CH:31]=[CH:30][N:29]=[CH:28][CH:27]=3)=[N:10][C:9]=12. Reactant: [Cl:1][C:2]1[C:16]([Cl:17])=[CH:15][CH:14]=[CH:13][C:3]=1[CH2:4][C:5]1[C:6]([CH2:11][CH3:12])=[N:7][NH:8][C:9]=1[NH2:10].O=[C:19]([C:26]1[CH:31]=[CH:30][N:29]=[CH:28][CH:27]=1)[CH2:20][C:21](OCC)=[O:22].